This data is from Ames mutagenicity test results for genotoxicity prediction. The task is: Regression/Classification. Given a drug SMILES string, predict its toxicity properties. Task type varies by dataset: regression for continuous values (e.g., LD50, hERG inhibition percentage) or binary classification for toxic/non-toxic outcomes (e.g., AMES mutagenicity, cardiotoxicity, hepatotoxicity). Dataset: ames. (1) The drug is O=CC(Cl)(Cl)Cl. The result is 1 (mutagenic). (2) The molecule is O=C(O)C(F)(F)C(F)(F)C(F)(F)C(F)(F)C(F)(F)C(F)(F)C(F)(F)C(F)(F)C(F)(F)F. The result is 0 (non-mutagenic). (3) The result is 0 (non-mutagenic). The molecule is CCCCNCC. (4) The drug is CCN(CC)C(=O)c1cc(Cc2ccc(N)c(C(=O)N(CC)CC)c2)ccc1N. The result is 0 (non-mutagenic).